Dataset: NCI-60 drug combinations with 297,098 pairs across 59 cell lines. Task: Regression. Given two drug SMILES strings and cell line genomic features, predict the synergy score measuring deviation from expected non-interaction effect. (1) Drug 1: C1=CC(=CC=C1CCCC(=O)O)N(CCCl)CCCl. Drug 2: C1=NC2=C(N=C(N=C2N1C3C(C(C(O3)CO)O)O)F)N. Cell line: SK-MEL-2. Synergy scores: CSS=3.66, Synergy_ZIP=-5.54, Synergy_Bliss=-2.87, Synergy_Loewe=-3.07, Synergy_HSA=-2.98. (2) Drug 1: C1CC(=O)NC(=O)C1N2CC3=C(C2=O)C=CC=C3N. Drug 2: N.N.Cl[Pt+2]Cl. Cell line: OVCAR-5. Synergy scores: CSS=2.52, Synergy_ZIP=-1.65, Synergy_Bliss=-0.360, Synergy_Loewe=-1.46, Synergy_HSA=-1.30. (3) Drug 1: C1=CC(=CC=C1CCC2=CNC3=C2C(=O)NC(=N3)N)C(=O)NC(CCC(=O)O)C(=O)O. Drug 2: C1=CC=C(C=C1)NC(=O)CCCCCCC(=O)NO. Cell line: IGROV1. Synergy scores: CSS=39.2, Synergy_ZIP=0.987, Synergy_Bliss=8.30, Synergy_Loewe=3.33, Synergy_HSA=9.17. (4) Drug 1: CN1C2=C(C=C(C=C2)N(CCCl)CCCl)N=C1CCCC(=O)O.Cl. Drug 2: CN(C(=O)NC(C=O)C(C(C(CO)O)O)O)N=O. Cell line: HCT-15. Synergy scores: CSS=-0.746, Synergy_ZIP=5.55, Synergy_Bliss=3.32, Synergy_Loewe=-1.07, Synergy_HSA=-2.64.